From a dataset of Catalyst prediction with 721,799 reactions and 888 catalyst types from USPTO. Predict which catalyst facilitates the given reaction. (1) Reactant: [OH-].[K+].[CH3:3][O:4][C:5]1[CH:6]=[C:7]([C:13]([C:15]2[CH:23]=[C:22]3[C:18]([CH:19]=[CH:20][NH:21]3)=[CH:17][CH:16]=2)=[O:14])[CH:8]=[C:9]([O:11][CH3:12])[CH:10]=1.I[CH3:25]. Product: [CH3:3][O:4][C:5]1[CH:6]=[C:7]([C:13]([C:15]2[CH:23]=[C:22]3[C:18]([CH:19]=[CH:20][N:21]3[CH3:25])=[CH:17][CH:16]=2)=[O:14])[CH:8]=[C:9]([O:11][CH3:12])[CH:10]=1. The catalyst class is: 215. (2) Reactant: [H-].[Na+].[Cl:3][C:4]1[CH:5]=[C:6]([CH:11]=[CH:12][CH:13]=1)[C:7]([O:9]C)=O.[OH:14][C:15]1[CH:25]=[CH:24][C:18]([CH:19]=[CH:20][C:21](=[O:23])[CH3:22])=[CH:17][CH:16]=1. Product: [Cl:3][C:4]1[CH:5]=[C:6]([C:7](=[O:9])/[CH:22]=[C:21](\[OH:23])/[CH:20]=[CH:19]/[C:18]2[CH:17]=[CH:16][C:15]([OH:14])=[CH:25][CH:24]=2)[CH:11]=[CH:12][CH:13]=1. The catalyst class is: 3. (3) Reactant: [Cl:1][C:2]1[CH:7]=[CH:6][C:5]([Cl:8])=[C:4]([CH3:9])[C:3]=1[CH3:10].OS(O)(=O)=O.[BrH:16].CC(N=NC(C#N)(C)C)(C#N)C.OO. Product: [Cl:1][C:2]1[C:3]([CH3:10])=[C:4]([C:5]([Cl:8])=[CH:6][CH:7]=1)[CH2:9][Br:16]. The catalyst class is: 159. (4) Reactant: [CH3:1][N:2]1[C:6]([CH:7]2[C:16](=O)[C:15]3[C:14]([C:18]([O:20]CC)=O)=[CH:13][CH:12]=[CH:11][C:10]=3[NH:9][CH:8]2[C:23]2[CH:28]=[CH:27][CH:26]=[CH:25][CH:24]=2)=[CH:5][N:4]=[CH:3]1.O.[NH2:30][NH2:31]. Product: [CH3:1][N:2]1[C:6]([CH:7]2[C:16]3=[N:30][NH:31][C:18](=[O:20])[C:14]4[CH:13]=[CH:12][CH:11]=[C:10]([C:15]=43)[NH:9][CH:8]2[C:23]2[CH:28]=[CH:27][CH:26]=[CH:25][CH:24]=2)=[CH:5][N:4]=[CH:3]1. The catalyst class is: 5. (5) Reactant: Cl.[NH2:2][C@@H:3]1[CH2:8][CH2:7][C@H:6]([NH:9][C:10](=[O:27])[C:11]2[CH:16]=[C:15]([F:17])[CH:14]=[N:13][C:12]=2[O:18][C:19]2[CH:24]=[CH:23][CH:22]=[C:21]([S:25][CH3:26])[CH:20]=2)[CH2:5][CH2:4]1.C(N(CC)CC)C.[CH2:35]([O:37][C:38](Cl)=[O:39])[CH3:36]. Product: [CH2:35]([O:37][C:38](=[O:39])[NH:2][C@H:3]1[CH2:8][CH2:7][C@@H:6]([NH:9][C:10]([C:11]2[C:12]([O:18][C:19]3[CH:24]=[CH:23][CH:22]=[C:21]([S:25][CH3:26])[CH:20]=3)=[N:13][CH:14]=[C:15]([F:17])[CH:16]=2)=[O:27])[CH2:5][CH2:4]1)[CH3:36]. The catalyst class is: 4.